The task is: Predict which catalyst facilitates the given reaction.. This data is from Catalyst prediction with 721,799 reactions and 888 catalyst types from USPTO. (1) Reactant: NCCCO[C:6]1[CH:29]=[CH:28][C:9]([CH2:10][N:11]2[C:19]([O:20][CH3:21])=[N:18][C:17]3[C:12]2=[N:13][C:14]([O:23][CH2:24][CH2:25][CH2:26][CH3:27])=[N:15][C:16]=3[NH2:22])=[CH:8][CH:7]=1.[CH3:30][O:31][C:32]([CH2:34][C:35]1[CH:36]=[C:37]([CH:40]=[CH:41][CH:42]=1)[CH:38]=O)=[O:33].[C:43]([BH3-])#[N:44].[Na+].[C:47](O)(=[O:49])[CH3:48]. Product: [CH2:24]([O:23][C:14]1[N:13]=[C:12]2[C:17]([N:18]=[C:19]([O:20][CH3:21])[N:11]2[CH:10]([O:49][CH2:47][CH2:48][CH2:43][NH:44][CH2:38][C:37]2[CH:40]=[CH:41][CH:42]=[C:35]([CH2:34][C:32]([O:31][CH3:30])=[O:33])[CH:36]=2)[C:9]2[CH:28]=[CH:29][CH:6]=[CH:7][CH:8]=2)=[C:16]([NH2:22])[N:15]=1)[CH2:25][CH2:26][CH3:27]. The catalyst class is: 5. (2) Reactant: [CH2:1]([O:8][C:9](=[O:42])[C@@H:10]([NH:18][C:19]([NH:21][C:22]1[CH:27]=[CH:26][C:25]([S:28]([N:31]2[CH2:36][CH2:35][CH:34]([CH:37](OC)[O:38]C)[CH2:33][CH2:32]2)(=[O:30])=[O:29])=[CH:24][CH:23]=1)=[O:20])[CH2:11][C:12]1[CH:17]=[CH:16][CH:15]=[CH:14][CH:13]=1)[C:2]1[CH:7]=[CH:6][CH:5]=[CH:4][CH:3]=1.[I-].[Na+].ClC([SiH3])(Cl)Cl. Product: [CH2:1]([O:8][C:9](=[O:42])[C@@H:10]([NH:18][C:19]([NH:21][C:22]1[CH:23]=[CH:24][C:25]([S:28]([N:31]2[CH2:36][CH2:35][CH:34]([CH:37]=[O:38])[CH2:33][CH2:32]2)(=[O:30])=[O:29])=[CH:26][CH:27]=1)=[O:20])[CH2:11][C:12]1[CH:13]=[CH:14][CH:15]=[CH:16][CH:17]=1)[C:2]1[CH:3]=[CH:4][CH:5]=[CH:6][CH:7]=1. The catalyst class is: 10. (3) Reactant: Cl.[CH2:2]([O:4][C:5]([N:7]1[CH2:12][CH2:11][C:10]([NH2:16])([CH2:13][CH2:14][NH2:15])[CH2:9][CH2:8]1)=[O:6])[CH3:3].C[O-].[Na+].[N:20]#[C:21][Br:22]. Product: [BrH:22].[CH2:2]([O:4][C:5]([N:7]1[CH2:12][CH2:11][C:10]2([NH:16][C:21]([NH2:20])=[N:15][CH2:14][CH2:13]2)[CH2:9][CH2:8]1)=[O:6])[CH3:3]. The catalyst class is: 5. (4) Reactant: Cl[C:2]1[CH:7]=[CH:6][N:5]=[C:4]([N:8]2[C:20](=[O:21])[C:19]3[S:18][C:17]4[CH2:16][CH2:15][CH2:14][CH2:13][C:12]=4[C:11]=3[CH:10]=[N:9]2)[C:3]=1[CH:22]=[O:23].[CH3:24][N:25]1[CH:30]=[C:29](B2OC(C)(C)C(C)(C)O2)[CH:28]=[C:27]([NH:40][C:41]2[CH:46]=[N:45][CH:44]=[CH:43][N:42]=2)[C:26]1=[O:47].[O-]P([O-])([O-])=O.[K+].[K+].[K+].O.O.O.C([O-])(=O)C.[Na+]. Product: [CH3:24][N:25]1[C:26](=[O:47])[C:27]([NH:40][C:41]2[CH:46]=[N:45][CH:44]=[CH:43][N:42]=2)=[CH:28][C:29]([C:2]2[CH:7]=[CH:6][N:5]=[C:4]([N:8]3[C:20](=[O:21])[C:19]4[S:18][C:17]5[CH2:16][CH2:15][CH2:14][CH2:13][C:12]=5[C:11]=4[CH:10]=[N:9]3)[C:3]=2[CH:22]=[O:23])=[CH:30]1. The catalyst class is: 712.